From a dataset of Catalyst prediction with 721,799 reactions and 888 catalyst types from USPTO. Predict which catalyst facilitates the given reaction. (1) Reactant: [Cl:1][C:2]1[CH:7]=[CH:6][C:5]([C:8](=[O:10])[CH3:9])=[CH:4][N:3]=1.[Br:11]Br.C(OCC)C. Product: [Br:11][CH2:9][C:8]([C:5]1[CH:4]=[N:3][C:2]([Cl:1])=[CH:7][CH:6]=1)=[O:10].[BrH:11]. The catalyst class is: 570. (2) The catalyst class is: 10. Product: [I:1][C:2]1[CH:3]=[C:4]([CH3:9])[C:5](=[O:8])[N:6]([CH3:10])[CH:7]=1. Reactant: [I:1][C:2]1[CH:3]=[C:4]([CH3:9])[C:5](=[O:8])[NH:6][CH:7]=1.[C:10](=O)([O-])[O-].[K+].[K+].IC. (3) Reactant: C(=O)([O-])[O-].[K+].[K+].[C:7]([NH2:15])(=[NH:14])[C:8]1[CH:13]=[CH:12][CH:11]=[CH:10][CH:9]=1.[Cl:16][C:17]1[CH:28]=[C:27]([Cl:29])[CH:26]=[CH:25][C:18]=1[CH:19]=[C:20]([C:23]#[N:24])[C:21]#[N:22]. Product: [NH2:24][C:23]1[C:20]([C:21]#[N:22])=[C:19]([C:18]2[CH:25]=[CH:26][C:27]([Cl:29])=[CH:28][C:17]=2[Cl:16])[N:15]=[C:7]([C:8]2[CH:13]=[CH:12][CH:11]=[CH:10][CH:9]=2)[N:14]=1. The catalyst class is: 5. (4) Reactant: C[C:2]1[C:3](=[O:24])[N:4]([CH:21]([CH3:23])[CH3:22])[N:5]=[C:6]([C:8]2[C:9]([C:15]3[CH:20]=[CH:19][CH:18]=[CH:17][CH:16]=3)=[N:10][C:11]([NH2:14])=[CH:12][CH:13]=2)[CH:7]=1.[Cl:25]N1C(=O)CCC1=O.O.CCOC(C)=O. Product: [NH2:14][C:11]1[N:10]=[C:9]([C:15]2[CH:20]=[CH:19][CH:18]=[CH:17][CH:16]=2)[C:8]([C:6]2[CH:7]=[CH:2][C:3](=[O:24])[N:4]([CH:21]([CH3:23])[CH3:22])[N:5]=2)=[CH:13][C:12]=1[Cl:25]. The catalyst class is: 3.